From a dataset of NCI-60 drug combinations with 297,098 pairs across 59 cell lines. Regression. Given two drug SMILES strings and cell line genomic features, predict the synergy score measuring deviation from expected non-interaction effect. Drug 1: CS(=O)(=O)C1=CC(=C(C=C1)C(=O)NC2=CC(=C(C=C2)Cl)C3=CC=CC=N3)Cl. Drug 2: C1=CC(=CC=C1CCCC(=O)O)N(CCCl)CCCl. Cell line: MCF7. Synergy scores: CSS=30.5, Synergy_ZIP=-0.627, Synergy_Bliss=-0.911, Synergy_Loewe=-3.29, Synergy_HSA=0.695.